This data is from Peptide-MHC class II binding affinity with 134,281 pairs from IEDB. The task is: Regression. Given a peptide amino acid sequence and an MHC pseudo amino acid sequence, predict their binding affinity value. This is MHC class II binding data. The peptide sequence is AVNGKKSAHGSPTFW. The MHC is HLA-DQA10601-DQB10402 with pseudo-sequence HLA-DQA10601-DQB10402. The binding affinity (normalized) is 0.